From a dataset of Catalyst prediction with 721,799 reactions and 888 catalyst types from USPTO. Predict which catalyst facilitates the given reaction. (1) Reactant: [CH3:1][C:2]1[CH:10]=[CH:9][C:5]([C:6](=[S:8])[NH2:7])=[CH:4][CH:3]=1.Cl[CH:12]([C:18](=O)[CH3:19])[C:13]([O:15][CH2:16][CH3:17])=[O:14]. Product: [CH3:19][C:18]1[N:7]=[C:6]([C:5]2[CH:9]=[CH:10][C:2]([CH3:1])=[CH:3][CH:4]=2)[S:8][C:12]=1[C:13]([O:15][CH2:16][CH3:17])=[O:14]. The catalyst class is: 8. (2) Reactant: [NH2:1][C:2]1[CH:19]=[CH:18][C:5]([O:6][C:7]2[CH:12]=[CH:11][N:10]=[C:9]([NH:13][CH2:14][CH2:15][CH2:16][CH3:17])[CH:8]=2)=[CH:4][CH:3]=1.[F:20][C:21]1[CH:26]=[CH:25][C:24]([N:27]=[C:28]=[O:29])=[CH:23][CH:22]=1. Product: [CH2:14]([NH:13][C:9]1[CH:8]=[C:7]([O:6][C:5]2[CH:18]=[CH:19][C:2]([NH:1][C:28]([NH:27][C:24]3[CH:25]=[CH:26][C:21]([F:20])=[CH:22][CH:23]=3)=[O:29])=[CH:3][CH:4]=2)[CH:12]=[CH:11][N:10]=1)[CH2:15][CH2:16][CH3:17]. The catalyst class is: 7. (3) Reactant: [N:1]1[CH:6]=[CH:5][CH:4]=[CH:3][C:2]=1[C:7]1([CH:11]2[C:20]3[C:15](=[CH:16][CH:17]=[C:18]([OH:21])[CH:19]=3)[CH2:14][CH2:13][NH:12]2)[CH2:10][CH2:9][CH2:8]1.C(N(C(C)C)CC)(C)C.[C:31](O[C:31]([O:33][C:34]([CH3:37])([CH3:36])[CH3:35])=[O:32])([O:33][C:34]([CH3:37])([CH3:36])[CH3:35])=[O:32]. Product: [OH:21][C:18]1[CH:19]=[C:20]2[C:15]([CH2:14][CH2:13][N:12]([C:31]([O:33][C:34]([CH3:37])([CH3:36])[CH3:35])=[O:32])[CH:11]2[C:7]2([C:2]3[CH:3]=[CH:4][CH:5]=[CH:6][N:1]=3)[CH2:8][CH2:9][CH2:10]2)=[CH:16][CH:17]=1. The catalyst class is: 4. (4) Reactant: [Cl:1][C:2]1[N:3]=[C:4]2[NH:11][C:10]3([CH2:15][CH2:14][CH2:13][CH2:12]3)[CH2:9][N:5]2[C:6](=[O:8])[CH:7]=1.CC#N.C(=O)([O-])[O-].[Cs+].[Cs+].CC1C=CC(S(O[CH2:36][CH2:37][O:38][CH3:39])(=O)=O)=CC=1. Product: [Cl:1][C:2]1[N:3]=[C:4]2[N:11]([CH2:36][CH2:37][O:38][CH3:39])[C:10]3([CH2:15][CH2:14][CH2:13][CH2:12]3)[CH2:9][N:5]2[C:6](=[O:8])[CH:7]=1. The catalyst class is: 84. (5) Reactant: [F:1][C:2]1[C:10]([F:11])=[C:9]2[C:5]([C:6]([NH:20][C:21]([N:23]3[CH2:28][CH2:27][CH2:26][CH2:25][CH2:24]3)=[O:22])=[N:7][N:8]2COCC[Si](C)(C)C)=[CH:4][C:3]=1[C:29]1[CH:34]=[CH:33][CH:32]=[CH:31][CH:30]=1.Cl. Product: [F:1][C:2]1[C:10]([F:11])=[C:9]2[C:5]([C:6]([NH:20][C:21]([N:23]3[CH2:24][CH2:25][CH2:26][CH2:27][CH2:28]3)=[O:22])=[N:7][NH:8]2)=[CH:4][C:3]=1[C:29]1[CH:34]=[CH:33][CH:32]=[CH:31][CH:30]=1. The catalyst class is: 5.